Dataset: Catalyst prediction with 721,799 reactions and 888 catalyst types from USPTO. Task: Predict which catalyst facilitates the given reaction. (1) Reactant: C[Si]([C:5]#[C:6][C:7]1[C:8]([NH2:13])=[N:9][CH:10]=[CH:11][CH:12]=1)(C)C.[F-].C([N+](CCCC)(CCCC)CCCC)CCC.O. Product: [C:6]([C:7]1[C:8]([NH2:13])=[N:9][CH:10]=[CH:11][CH:12]=1)#[CH:5]. The catalyst class is: 7. (2) Reactant: C(N(CC)CC)C.[OH:8][C@@H:9]([CH2:13][C:14]1[N:15]=[CH:16][NH:17][CH:18]=1)[C:10]([OH:12])=O.CN(C(ON1N=NC2C=CC=CC1=2)=[N+](C)C)C.[B-](F)(F)(F)F.Cl.[NH2:42][C@H:43]([CH2:62][C:63]1[CH:68]=[CH:67][C:66]([O:69][CH3:70])=[CH:65][CH:64]=1)[C:44]([N:46]1[CH2:49][C:48]([O:57][CH2:58][CH2:59][CH2:60][CH3:61])([C:50]2[CH:55]=[CH:54][CH:53]=[CH:52][C:51]=2[CH3:56])[CH2:47]1)=[O:45].[OH-].[Na+]. Product: [CH2:58]([O:57][C:48]1([C:50]2[CH:55]=[CH:54][CH:53]=[CH:52][C:51]=2[CH3:56])[CH2:49][N:46]([C:44](=[O:45])[C@H:43]([NH:42][C:10](=[O:12])[C@@H:9]([OH:8])[CH2:13][C:14]2[N:15]=[CH:16][NH:17][CH:18]=2)[CH2:62][C:63]2[CH:68]=[CH:67][C:66]([O:69][CH3:70])=[CH:65][CH:64]=2)[CH2:47]1)[CH2:59][CH2:60][CH3:61]. The catalyst class is: 9. (3) Reactant: [N:1]1[CH:2]=[CH:3][N:4]2[C:9]([CH2:10][C:11]([O:13]C(C)(C)C)=[O:12])=[CH:8][CH:7]=[CH:6][C:5]=12.Cl. Product: [N:1]1[CH:2]=[CH:3][N:4]2[C:9]([CH2:10][C:11]([OH:13])=[O:12])=[CH:8][CH:7]=[CH:6][C:5]=12. The catalyst class is: 52. (4) Reactant: [CH2:1]([C:6]1[CH:11]=[CH:10][C:9]([CH2:12][CH2:13][CH2:14][OH:15])=[CH:8][CH:7]=1)[CH2:2][CH2:3][CH2:4][CH3:5].C(N(CC)CC)C.[S:23](Cl)([CH3:26])(=[O:25])=[O:24]. Product: [S:23]([O:15][CH2:14][CH2:13][CH2:12][C:9]1[CH:8]=[CH:7][C:6]([CH2:1][CH2:2][CH2:3][CH2:4][CH3:5])=[CH:11][CH:10]=1)(=[O:25])(=[O:24])[CH3:26]. The catalyst class is: 1. (5) Reactant: [C:1]([C:3]1[C:4]([NH:16][CH:17]2[CH2:31][CH:20]3[CH2:21][N:22](C(OC(C)(C)C)=O)[CH2:23][CH:19]3[CH2:18]2)=[N:5][C:6]([NH:9][C:10]2[CH:11]=[N:12][N:13]([CH3:15])[CH:14]=2)=[N:7][CH:8]=1)#[N:2].Cl.CCOC(C)=O.C([O-])(O)=O.[Na+]. Product: [CH3:15][N:13]1[CH:14]=[C:10]([NH:9][C:6]2[N:5]=[C:4]([NH:16][CH:17]3[CH2:31][CH:20]4[CH2:21][NH:22][CH2:23][CH:19]4[CH2:18]3)[C:3]([C:1]#[N:2])=[CH:8][N:7]=2)[CH:11]=[N:12]1. The catalyst class is: 46. (6) Reactant: [CH3:1][Mg]Br.[C:4]([C:7]1[N:11]2[CH2:12][C@H:13]([C:25]3[CH:30]=[CH:29][CH:28]=[C:27]([F:31])[C:26]=3[F:32])[CH2:14][CH2:15][C@@H:16]([NH:17][C:18](=[O:24])[O:19][C:20]([CH3:23])([CH3:22])[CH3:21])[C:10]2=[N:9][CH:8]=1)(=[O:6])[CH3:5]. Product: [F:32][C:26]1[C:27]([F:31])=[CH:28][CH:29]=[CH:30][C:25]=1[C@H:13]1[CH2:12][N:11]2[C:7]([C:4]([OH:6])([CH3:1])[CH3:5])=[CH:8][N:9]=[C:10]2[C@H:16]([NH:17][C:18](=[O:24])[O:19][C:20]([CH3:23])([CH3:22])[CH3:21])[CH2:15][CH2:14]1. The catalyst class is: 7. (7) Reactant: [OH:1][C:2]1[N:7]=[CH:6][C:5]([NH:8][C:9](=[O:16])[C:10]2[CH:15]=[CH:14][CH:13]=[CH:12][CH:11]=2)=[CH:4][CH:3]=1.[I-].[C:18]([Si:22]([CH3:39])([CH3:38])[O:23][CH:24]1[CH2:29][CH2:28][N:27]([C:30](N2C=C[N+](C)=C2)=[O:31])[CH2:26][CH2:25]1)([CH3:21])([CH3:20])[CH3:19].N12CCN(CC1)CC2. Product: [C:9]([NH:8][C:5]1[CH:4]=[CH:3][C:2]([O:1][C:30]([N:27]2[CH2:28][CH2:29][CH:24]([O:23][Si:22]([C:18]([CH3:21])([CH3:20])[CH3:19])([CH3:38])[CH3:39])[CH2:25][CH2:26]2)=[O:31])=[N:7][CH:6]=1)(=[O:16])[C:10]1[CH:15]=[CH:14][CH:13]=[CH:12][CH:11]=1. The catalyst class is: 9. (8) Reactant: Cl[C:2]1[C:3]2[N:10]([CH3:11])[C:9]([Cl:12])=[CH:8][C:4]=2[N:5]=[CH:6][N:7]=1.[NH2:13][C:14]1[CH:33]=[CH:32][C:17]([O:18][C:19]2[CH:20]=[C:21]([CH:29]=[CH:30][CH:31]=2)[C:22]([NH:24][C:25]([CH3:28])([CH3:27])[CH3:26])=[O:23])=[C:16]([Cl:34])[CH:15]=1. Product: [C:25]([NH:24][C:22](=[O:23])[C:21]1[CH:29]=[CH:30][CH:31]=[C:19]([O:18][C:17]2[CH:32]=[CH:33][C:14]([NH:13][C:2]3[C:3]4[N:10]([CH3:11])[C:9]([Cl:12])=[CH:8][C:4]=4[N:5]=[CH:6][N:7]=3)=[CH:15][C:16]=2[Cl:34])[CH:20]=1)([CH3:28])([CH3:26])[CH3:27]. The catalyst class is: 32.